Dataset: Reaction yield outcomes from USPTO patents with 853,638 reactions. Task: Predict the reaction yield, written as a fraction of the theoretical maximum amount of product (1.0 means a 100% yield; for example, 0.34 means a 34% yield). (1) The reactants are [Cl:1][C:2]1[N:7]=[C:6]([CH:8]=[CH:9][C:10]2[CH:11]=[C:12]([NH:16][C:17](=[O:22])[C:18]([F:21])([F:20])[F:19])[CH:13]=[CH:14][CH:15]=2)[CH:5]=[CH:4][N:3]=1.[N+]([O-])([O-])=O.[NH2:27][N+:28]1[CH:33]=[CH:32][CH:31]=[C:30]([CH3:34])[CH:29]=1. No catalyst specified. The product is [Cl:1][C:2]1[N:7]=[C:6]([C:8]2[C:9]([C:10]3[CH:11]=[C:12]([NH:16][C:17](=[O:22])[C:18]([F:19])([F:20])[F:21])[CH:13]=[CH:14][CH:15]=3)=[N:27][N:28]3[CH:29]=[C:30]([CH3:34])[CH:31]=[CH:32][C:33]=23)[CH:5]=[CH:4][N:3]=1. The yield is 0.210. (2) The reactants are [CH2:1]([OH:8])[C:2]1[CH:7]=[CH:6][CH:5]=[CH:4][CH:3]=1.[CH3:9][C:10]([CH3:13])([O-])[CH3:11].[K+].[CH2:15]1[CH2:19][O:18]C[CH2:16]1.Cl[C:21](=[N:24][S:25][NH:26]N1C(C)(C)COCC1(C)C)[C:22]#[N:23].[CH3:37]OC(C)(C)C. The catalyst is O. The product is [CH2:1]([O:8][C:21](=[N:24][S:25][N:26]1[C:15]([CH3:16])([CH3:37])[CH2:19][O:18][CH2:9][C:10]1([CH3:13])[CH3:11])[C:22]#[N:23])[C:2]1[CH:7]=[CH:6][CH:5]=[CH:4][CH:3]=1. The yield is 0.850. (3) The reactants are [CH3:1][NH2:2].[CH2:3]([O:6][C:7]1[C:14]([O:15][C:16]([F:19])([F:18])[F:17])=[CH:13][CH:12]=[CH:11][C:8]=1[CH:9]=O)[CH2:4][CH3:5].[BH4-].[Na+]. The catalyst is CO. The product is [CH3:1][NH:2][CH2:9][C:8]1[CH:11]=[CH:12][CH:13]=[C:14]([O:15][C:16]([F:19])([F:18])[F:17])[C:7]=1[O:6][CH2:3][CH2:4][CH3:5]. The yield is 0.730. (4) The reactants are [C:1]1(=O)[CH2:7][CH2:6][CH2:5][CH2:4][CH2:3][CH2:2]1.[Br:9][C:10]1[CH:15]=[CH:14][C:13]([C:16]([C:18]2[CH:23]=[CH:22][C:21]([OH:24])=[CH:20][CH:19]=2)=O)=[C:12]([F:25])[CH:11]=1.O.C([O-])([O-])=O.[K+].[K+]. The catalyst is O1CCCC1.[Zn].Cl[Ti](Cl)(Cl)Cl. The product is [Br:9][C:10]1[CH:15]=[CH:14][C:13]([C:16](=[C:1]2[CH2:7][CH2:6][CH2:5][CH2:4][CH2:3][CH2:2]2)[C:18]2[CH:23]=[CH:22][C:21]([OH:24])=[CH:20][CH:19]=2)=[C:12]([F:25])[CH:11]=1. The yield is 0.880. (5) The reactants are [CH3:1][O:2][C:3](=[O:24])[C:4]1[CH:9]=[C:8]([Cl:10])[C:7]([O:11][CH2:12][C:13]2[CH:18]=[CH:17][CH:16]=[CH:15][CH:14]=2)=[CH:6][C:5]=1[O:19][CH2:20][CH2:21][CH2:22]Br.C([O-])([O-])=O.[K+].[K+].[F:31][C:32]1[CH:47]=[CH:46][C:35]([CH2:36][C:37]2([OH:45])[CH2:42][CH2:41][NH:40][CH2:39][C:38]2([CH3:44])[CH3:43])=[CH:34][CH:33]=1. The catalyst is CN(C=O)C.O. The product is [CH3:1][O:2][C:3](=[O:24])[C:4]1[CH:9]=[C:8]([Cl:10])[C:7]([O:11][CH2:12][C:13]2[CH:18]=[CH:17][CH:16]=[CH:15][CH:14]=2)=[CH:6][C:5]=1[O:19][CH2:20][CH2:21][CH2:22][N:40]1[CH2:41][CH2:42][C:37]([CH2:36][C:35]2[CH:34]=[CH:33][C:32]([F:31])=[CH:47][CH:46]=2)([OH:45])[C:38]([CH3:44])([CH3:43])[CH2:39]1. The yield is 0.762. (6) The reactants are [C:1]([O:5][C:6]([NH:8][CH:9]([CH2:13][CH2:14][CH2:15][CH2:16][NH:17][S:18]([C:21]1[CH:26]=[CH:25][C:24]([CH3:27])=[CH:23][CH:22]=1)(=[O:20])=[O:19])[C:10](O)=[O:11])=[O:7])([CH3:4])([CH3:3])[CH3:2].[C@H:28]1([NH2:38])[C:37]2[C:32](=[CH:33][CH:34]=[CH:35][CH:36]=2)[CH2:31][CH2:30][CH2:29]1.Cl.C(N=C=NCCCN(C)C)C.O.ON1C2C=CC=CC=2N=N1.C(N(C(C)C)CC)(C)C. The catalyst is C(OCC)(=O)C. The product is [C:1]([O:5][C:6](=[O:7])[NH:8][CH:9]([C:10](=[O:11])[NH:38][CH:28]1[C:37]2[C:32](=[CH:33][CH:34]=[CH:35][CH:36]=2)[CH2:31][CH2:30][CH2:29]1)[CH2:13][CH2:14][CH2:15][CH2:16][NH:17][S:18]([C:21]1[CH:26]=[CH:25][C:24]([CH3:27])=[CH:23][CH:22]=1)(=[O:19])=[O:20])([CH3:2])([CH3:4])[CH3:3]. The yield is 0.830.